Dataset: Full USPTO retrosynthesis dataset with 1.9M reactions from patents (1976-2016). Task: Predict the reactants needed to synthesize the given product. (1) Given the product [Cl:1][C:2]1[C:3]([F:19])=[C:4]([N:8]2[C:12]([CH3:13])=[C:11]([C:14]([OH:16])=[O:15])[CH:10]=[N:9]2)[CH:5]=[CH:6][CH:7]=1, predict the reactants needed to synthesize it. The reactants are: [Cl:1][C:2]1[C:3]([F:19])=[C:4]([N:8]2[C:12]([CH3:13])=[C:11]([C:14]([O:16]CC)=[O:15])[CH:10]=[N:9]2)[CH:5]=[CH:6][CH:7]=1.[OH-].[Na+]. (2) Given the product [F:1][C:2]1[CH:3]=[CH:4][C:5]([C:8]2[N:12]=[N:11][N:10]([CH3:13])[C:9]=2[CH2:18][OH:19])=[N:6][CH:7]=1, predict the reactants needed to synthesize it. The reactants are: [F:1][C:2]1[CH:3]=[CH:4][C:5]([C:8]2[N:12]=[N:11][N:10]([CH2:13][Si](C)(C)C)[C:9]=2[CH2:18][OH:19])=[N:6][CH:7]=1.N1C=CC=CC=1C1N=NN(C[Si](C)(C)C)C=1CO. (3) Given the product [Cl:37][C:34]1[CH:35]=[CH:36][C:31]([CH2:30][CH:22]2[N:19]3[C:20](=[O:21])[CH:15]([NH:14][C:7](=[O:8])[C:6]4[CH:10]=[CH:11][C:3]([C:2]([F:13])([F:12])[F:1])=[N:4][CH:5]=4)[CH2:16][N:17]([S:38]([C:41]4[CH:46]=[CH:45][C:44]([Cl:47])=[CH:43][C:42]=4[Cl:48])(=[O:40])=[O:39])[CH:18]3[CH2:25][N:24]([CH:26]([CH3:28])[CH3:27])[C:23]2=[O:29])=[CH:32][CH:33]=1, predict the reactants needed to synthesize it. The reactants are: [F:1][C:2]([F:13])([F:12])[C:3]1[CH:11]=[CH:10][C:6]([C:7](Cl)=[O:8])=[CH:5][N:4]=1.[NH2:14][CH:15]1[C:20](=[O:21])[N:19]2[CH:22]([CH2:30][C:31]3[CH:36]=[CH:35][C:34]([Cl:37])=[CH:33][CH:32]=3)[C:23](=[O:29])[N:24]([CH:26]([CH3:28])[CH3:27])[CH2:25][CH:18]2[N:17]([S:38]([C:41]2[CH:46]=[CH:45][C:44]([Cl:47])=[CH:43][C:42]=2[Cl:48])(=[O:40])=[O:39])[CH2:16]1.